From a dataset of Full USPTO retrosynthesis dataset with 1.9M reactions from patents (1976-2016). Predict the reactants needed to synthesize the given product. (1) Given the product [CH3:33][C@H:34]1[CH2:38][CH2:37][CH2:36][N:35]1[C:2]1[CH:3]=[CH:4][C:5]([N+:12]([O-:14])=[O:13])=[C:6]([C:8]([F:11])([F:10])[F:9])[CH:7]=1, predict the reactants needed to synthesize it. The reactants are: F[C:2]1[CH:3]=[CH:4][C:5]([N+:12]([O-:14])=[O:13])=[C:6]([C:8]([F:11])([F:10])[F:9])[CH:7]=1.CCN(CC)CC.S(C1C=CC(C)=CC=1)(O)(=O)=O.[CH3:33][C@H:34]1[CH2:38][CH2:37][CH2:36][NH:35]1. (2) Given the product [N:25]1([C:31]2[S:33][C:2]3[CH2:8][CH2:7][CH2:6][C:5]4[CH:9]=[C:10]([N:13]5[CH2:17][C@H:16]([CH2:18][NH:19][C:20](=[O:22])[CH3:21])[O:15][C:14]5=[O:23])[CH:11]=[CH:12][C:4]=4[C:3]=3[N:32]=2)[CH2:30][CH2:29][O:28][CH2:27][CH2:26]1, predict the reactants needed to synthesize it. The reactants are: Br[CH:2]1[CH2:8][CH2:7][CH2:6][C:5]2[CH:9]=[C:10]([N:13]3[CH2:17][C@H:16]([CH2:18][NH:19][C:20](=[O:22])[CH3:21])[O:15][C:14]3=[O:23])[CH:11]=[CH:12][C:4]=2[C:3]1=O.[N:25]1([C:31](=[S:33])[NH2:32])[CH2:30][CH2:29][O:28][CH2:27][CH2:26]1. (3) Given the product [CH:30]1([N:34]2[CH2:40][CH2:39][CH2:38][N:37]([C:6]([CH:4]3[CH2:3][C:2](=[O:9])[CH2:5]3)=[O:8])[CH2:36][CH2:35]2)[CH2:33][CH2:32][CH2:31]1, predict the reactants needed to synthesize it. The reactants are: O[C:2]1([OH:9])[CH2:5][CH:4]([C:6]([OH:8])=O)[CH2:3]1.C(Cl)Cl.CN(C=O)C.C1N=CN(C(N2C=NC=C2)=O)C=1.[CH:30]1([N:34]2[CH2:40][CH2:39][CH2:38][NH:37][CH2:36][CH2:35]2)[CH2:33][CH2:32][CH2:31]1. (4) Given the product [CH2:27]([N:8]([CH2:1][C:2]1[CH:3]=[CH:4][CH:5]=[CH:6][CH:7]=1)[C@@H:9]([CH2:16][C:17]1[CH:22]=[CH:21][C:20]([C:23]([F:26])([F:25])[F:24])=[CH:19][CH:18]=1)[CH:10]=[O:11])[C:28]1[CH:33]=[CH:32][CH:31]=[CH:30][CH:29]=1, predict the reactants needed to synthesize it. The reactants are: [CH2:1]([N:8]([CH2:27][C:28]1[CH:33]=[CH:32][CH:31]=[CH:30][CH:29]=1)[C@@H:9]([CH2:16][C:17]1[CH:22]=[CH:21][C:20]([C:23]([F:26])([F:25])[F:24])=[CH:19][CH:18]=1)[C:10](N(OC)C)=[O:11])[C:2]1[CH:7]=[CH:6][CH:5]=[CH:4][CH:3]=1.C1COCC1.[H-].[H-].[H-].[H-].[Li+].[Al+3]. (5) Given the product [Cl:1][C:2]1[CH:7]=[CH:6][C:5]([NH:8][S:27]([C:24]2[CH:25]=[CH:26][C:21]([O:20][C:19]3[CH:31]=[CH:32][CH:33]=[C:17]([Cl:16])[C:18]=3[CH3:34])=[CH:22][CH:23]=2)(=[O:28])=[O:29])=[CH:4][C:3]=1[O:9][CH2:10][CH:11]([N:13]([CH3:14])[CH3:15])[CH3:12], predict the reactants needed to synthesize it. The reactants are: [Cl:1][C:2]1[CH:7]=[CH:6][C:5]([NH2:8])=[CH:4][C:3]=1[O:9][CH2:10][CH:11]([N:13]([CH3:15])[CH3:14])[CH3:12].[Cl:16][C:17]1[C:18]([C:34]#N)=[C:19]([CH:31]=[CH:32][CH:33]=1)[O:20][C:21]1[CH:26]=[CH:25][C:24]([S:27](Cl)(=[O:29])=[O:28])=[CH:23][CH:22]=1. (6) The reactants are: [CH3:1][C:2]([O:5][C:6]([N:8]([CH2:10][C:11]([OH:13])=O)[CH3:9])=[O:7])([CH3:4])[CH3:3].[F:14][C:15]1[CH:20]=[CH:19][C:18]([C:21]2([CH2:27][O:28][CH2:29][C:30]3[C:39]4[C:34](=[CH:35][CH:36]=[CH:37][CH:38]=4)[CH:33]=[C:32]([C:40]#[N:41])[C:31]=3[O:42][CH3:43])[CH2:26][CH2:25][NH:24][CH2:23][CH2:22]2)=[CH:17][CH:16]=1.Cl.C(N=C=NCCCN(C)C)C.ON1C2C=CC=CC=2N=N1. Given the product [C:2]([O:5][C:6](=[O:7])[N:8]([CH2:10][C:11]([N:24]1[CH2:25][CH2:26][C:21]([CH2:27][O:28][CH2:29][C:30]2[C:39]3[C:34](=[CH:35][CH:36]=[CH:37][CH:38]=3)[CH:33]=[C:32]([C:40]#[N:41])[C:31]=2[O:42][CH3:43])([C:18]2[CH:17]=[CH:16][C:15]([F:14])=[CH:20][CH:19]=2)[CH2:22][CH2:23]1)=[O:13])[CH3:9])([CH3:1])([CH3:3])[CH3:4], predict the reactants needed to synthesize it. (7) Given the product [C:32]1([C:18]2[CH:19]=[C:20]3[C:15](=[CH:16][CH:17]=2)[CH2:14][C:13]([CH2:12][O:11][C:10]2[C:2]([F:1])=[C:3]([C:7]([F:31])=[CH:8][CH:9]=2)[C:4]([NH2:6])=[O:5])=[CH:21]3)[CH2:37][CH2:36][CH2:35][CH2:34][CH:33]=1, predict the reactants needed to synthesize it. The reactants are: [F:1][C:2]1[C:10]([O:11][CH2:12][C:13]2[CH2:14][C:15]3[C:20]([CH:21]=2)=[CH:19][C:18](B2OC(C)(C)C(C)(C)O2)=[CH:17][CH:16]=3)=[CH:9][CH:8]=[C:7]([F:31])[C:3]=1[C:4]([NH2:6])=[O:5].[C:32]1(OS(C(F)(F)F)(=O)=O)[CH2:37][CH2:36][CH2:35][CH2:34][CH:33]=1.P([O-])([O-])([O-])=O.[K+].[K+].[K+].